Dataset: Reaction yield outcomes from USPTO patents with 853,638 reactions. Task: Predict the reaction yield, written as a fraction of the theoretical maximum amount of product (1.0 means a 100% yield; for example, 0.34 means a 34% yield). (1) The reactants are [C:1]([O:5][C:6]([NH:8][C@@H:9]([C:13]1[CH:18]=[CH:17][CH:16]=[CH:15][CH:14]=1)[C:10]([OH:12])=O)=[O:7])([CH3:4])(C)C.CN(C)C1C=CN=CC=1.[C:28]1([CH3:38])[CH:33]=[CH:32][C:31](S(O)(=O)=O)=CC=1.C(N=C=NC(C)C)(C)C.[C:48]([N:55]1[CH2:60][CH2:59][NH:58][CH2:57][CH2:56]1)([O:50][C:51]([CH3:54])([CH3:53])[CH3:52])=[O:49]. The catalyst is ClCCl. The product is [CH2:1]([O:5][C:6]([NH:8][C@@H:9]([C:13]1[CH:14]=[CH:15][CH:16]=[CH:17][CH:18]=1)[C:10]([N:58]1[CH2:57][CH2:56][N:55]([C:48]([O:50][C:51]([CH3:54])([CH3:53])[CH3:52])=[O:49])[CH2:60][CH2:59]1)=[O:12])=[O:7])[C:4]1[CH:31]=[CH:32][CH:33]=[CH:28][CH:38]=1. The yield is 0.810. (2) The reactants are [Cl:1][C:2]1[CH:3]=[C:4]2[CH:10]=[CH:9][NH:8][C:5]2=[N:6][CH:7]=1.[H-].[Na+].Cl[C:14]1[N:18]([CH3:19])[N:17]=[C:16]([CH:20]2[CH2:22][CH2:21]2)[C:15]=1[CH:23]=[O:24].O. The catalyst is CN(C)C=O. The product is [Cl:1][C:2]1[CH:3]=[C:4]2[CH:10]=[CH:9][N:8]([C:14]3[N:18]([CH3:19])[N:17]=[C:16]([CH:20]4[CH2:22][CH2:21]4)[C:15]=3[CH:23]=[O:24])[C:5]2=[N:6][CH:7]=1. The yield is 0.700. (3) The reactants are C1(P(C2CCCCC2)C2CCCCC2)CCCCC1.Cl[C:21]1[CH:22]=[C:23]2[CH2:29][O:28][CH2:27][C:24]2=[N:25][CH:26]=1.[B:30]1([B:30]2[O:34][C:33]([CH3:36])([CH3:35])[C:32]([CH3:38])([CH3:37])[O:31]2)[O:34][C:33]([CH3:36])([CH3:35])[C:32]([CH3:38])([CH3:37])[O:31]1.C([O-])(=O)C.[K+]. The catalyst is C1C=CC(/C=C/C(/C=C/C2C=CC=CC=2)=O)=CC=1.C1C=CC(/C=C/C(/C=C/C2C=CC=CC=2)=O)=CC=1.C1C=CC(/C=C/C(/C=C/C2C=CC=CC=2)=O)=CC=1.[Pd].[Pd].O1CCOCC1. The product is [CH3:37][C:32]1([CH3:38])[C:33]([CH3:36])([CH3:35])[O:34][B:30]([C:21]2[CH:22]=[C:23]3[CH2:29][O:28][CH2:27][C:24]3=[N:25][CH:26]=2)[O:31]1. The yield is 0.570. (4) The reactants are [CH2:1]([N:3]1[C:7]([C:8]2[CH:9]=[C:10]([C:13]([O:15][CH3:16])=[O:14])[O:11][CH:12]=2)=[CH:6][CH:5]=[N:4]1)[CH3:2].C1C(=O)N([Cl:24])C(=O)C1. The catalyst is C1COCC1. The product is [Cl:24][C:6]1[CH:5]=[N:4][N:3]([CH2:1][CH3:2])[C:7]=1[C:8]1[CH:9]=[C:10]([C:13]([O:15][CH3:16])=[O:14])[O:11][CH:12]=1. The yield is 0.750. (5) The reactants are C(OC([N:8](C(OC(C)(C)C)=O)[C:9]1[C:10]([C:28]2[N:32](C(OC(C)(C)C)=O)[C:31]3[CH:40]=[CH:41][CH:42]=[CH:43][C:30]=3[N:29]=2)=[N:11][C:12]([C:15]2[CH2:16][CH2:17][N:18](C(OC(C)(C)C)=O)[CH2:19][CH:20]=2)=[CH:13][N:14]=1)=O)(C)(C)C.C(O)(C(F)(F)F)=O. The catalyst is C(Cl)Cl. The product is [NH:29]1[C:30]2[CH:43]=[CH:42][CH:41]=[CH:40][C:31]=2[N:32]=[C:28]1[C:10]1[C:9]([NH2:8])=[N:14][CH:13]=[C:12]([C:15]2[CH2:16][CH2:17][NH:18][CH2:19][CH:20]=2)[N:11]=1. The yield is 0.480. (6) The reactants are Br[CH2:2][CH2:3][CH2:4][CH2:5][CH2:6][C:7]([OH:9])=[O:8].[CH3:10][C:11](=[CH2:13])[CH3:12].OS(O)(=O)=O.C([O-])(O)=O.[Na+].[Na+].[I-:25]. The catalyst is O1CCOCC1.C(OCC)C.CC(C)=O. The product is [C:11]([O:9][C:7](=[O:8])[CH2:6][CH2:5][CH2:4][CH2:3][CH2:2][I:25])([CH3:12])([CH3:10])[CH3:13]. The yield is 0.900. (7) The reactants are [F:1][C:2]1[CH:9]=[CH:8][C:5]([CH2:6][NH2:7])=[CH:4][CH:3]=1.[Cl:10][C:11]1[CH:16]=[N:15][CH:14]=[C:13](Cl)[N:12]=1. No catalyst specified. The product is [Cl:10][C:11]1[N:12]=[C:13]([NH:7][CH2:6][C:5]2[CH:8]=[CH:9][C:2]([F:1])=[CH:3][CH:4]=2)[CH:14]=[N:15][CH:16]=1. The yield is 0.990. (8) The reactants are Br[C:2]1[CH:7]=[CH:6][C:5]([C:8]2[N:9]([CH2:15][C@@H:16]3[CH2:20][CH2:19][N:18]([C:21]([CH:23]4[CH2:25][CH2:24]4)=[O:22])[CH2:17]3)[C:10](=[O:14])[N:11]([CH3:13])[N:12]=2)=[CH:4][CH:3]=1.[CH3:26][N:27]([CH3:41])[S:28]([NH:31][C:32]1[CH:33]=[C:34](B(O)O)[CH:35]=[CH:36][CH:37]=1)(=[O:30])=[O:29].C([O-])([O-])=O.[Cs+].[Cs+]. The catalyst is C1C=CC(P(C2C=CC=CC=2)[C-]2C=CC=C2)=CC=1.C1C=CC(P(C2C=CC=CC=2)[C-]2C=CC=C2)=CC=1.Cl[Pd]Cl.[Fe+2]. The product is [CH:23]1([C:21]([N:18]2[CH2:19][CH2:20][C@@H:16]([CH2:15][N:9]3[C:10](=[O:14])[N:11]([CH3:13])[N:12]=[C:8]3[C:5]3[CH:6]=[CH:7][C:2]([C:36]4[CH:35]=[CH:34][CH:33]=[C:32]([NH:31][S:28]([N:27]([CH3:41])[CH3:26])(=[O:30])=[O:29])[CH:37]=4)=[CH:3][CH:4]=3)[CH2:17]2)=[O:22])[CH2:25][CH2:24]1. The yield is 0.730.